This data is from Catalyst prediction with 721,799 reactions and 888 catalyst types from USPTO. The task is: Predict which catalyst facilitates the given reaction. Reactant: [CH:1]1([CH2:4][NH2:5])[CH2:3][CH2:2]1.Br[C:7]1([CH2:18][C:19]2[CH:24]=[CH:23][CH:22]=[C:21]([Cl:25])[CH:20]=2)[C:15]2[C:10](=[CH:11][C:12]([Cl:16])=[CH:13][CH:14]=2)[NH:9][C:8]1=[O:17]. Product: [Cl:16][C:12]1[CH:11]=[C:10]2[C:15]([C:7]([CH2:18][C:19]3[CH:24]=[CH:23][CH:22]=[C:21]([Cl:25])[CH:20]=3)([NH:5][CH2:4][CH:1]3[CH2:3][CH2:2]3)[C:8](=[O:17])[NH:9]2)=[CH:14][CH:13]=1. The catalyst class is: 4.